From a dataset of Forward reaction prediction with 1.9M reactions from USPTO patents (1976-2016). Predict the product of the given reaction. (1) Given the reactants Cl[C:2]1[CH:7]=[C:6]([Cl:8])[N:5]=[N:4][C:3]=1[C:9]([O:11][CH2:12][CH3:13])=[O:10].[N:14]1([C:19]2[N:24]=[C:23]([NH2:25])[CH:22]=[CH:21][CH:20]=2)[CH:18]=[CH:17][CH:16]=[N:15]1, predict the reaction product. The product is: [N:14]1([C:19]2[N:24]=[C:23]([NH:25][C:2]3[CH:7]=[C:6]([Cl:8])[N:5]=[N:4][C:3]=3[C:9]([O:11][CH2:12][CH3:13])=[O:10])[CH:22]=[CH:21][CH:20]=2)[CH:18]=[CH:17][CH:16]=[N:15]1. (2) Given the reactants [C:1]([O:20][CH2:21][C:22]([O:24]C)=O)([C:14]1[CH:19]=[CH:18][CH:17]=[CH:16][CH:15]=1)([C:8]1[CH:13]=[CH:12][CH:11]=[CH:10][CH:9]=1)[C:2]1[CH:7]=[CH:6][CH:5]=[CH:4][CH:3]=1.O.[NH2:27][NH2:28], predict the reaction product. The product is: [C:1]([O:20][CH2:21][C:22]([NH:27][NH2:28])=[O:24])([C:14]1[CH:19]=[CH:18][CH:17]=[CH:16][CH:15]=1)([C:8]1[CH:13]=[CH:12][CH:11]=[CH:10][CH:9]=1)[C:2]1[CH:7]=[CH:6][CH:5]=[CH:4][CH:3]=1. (3) Given the reactants C([O:3][C:4](=[O:41])[C:5]([O:8][C:9]1[CH:10]=[C:11]2[C:16](=[CH:17][CH:18]=1)[N:15]([C:19](=[O:27])[C:20]1[CH:25]=[CH:24][C:23]([F:26])=[CH:22][CH:21]=1)[C@@H:14]([CH3:28])[CH2:13][C@H:12]2[N:29]([C:34]1[CH:39]=[CH:38][C:37]([Cl:40])=[CH:36][CH:35]=1)[C:30](=[O:33])[CH2:31][CH3:32])([CH3:7])[CH3:6])C.ClC1C=CC(N(C(=O)CC)[C@H]2C3C(=CC=C(OCC(O)=O)C=3)N(C(=O)C3C=CC(F)=CC=3)[C@@H](C)C2)=CC=1, predict the reaction product. The product is: [Cl:40][C:37]1[CH:38]=[CH:39][C:34]([N:29]([C:30](=[O:33])[CH2:31][CH3:32])[C@H:12]2[C:11]3[C:16](=[CH:17][CH:18]=[C:9]([O:8][C:5]([CH3:7])([CH3:6])[C:4]([OH:41])=[O:3])[CH:10]=3)[N:15]([C:19](=[O:27])[C:20]3[CH:21]=[CH:22][C:23]([F:26])=[CH:24][CH:25]=3)[C@@H:14]([CH3:28])[CH2:13]2)=[CH:35][CH:36]=1.